From a dataset of Forward reaction prediction with 1.9M reactions from USPTO patents (1976-2016). Predict the product of the given reaction. Given the reactants [NH2:1][C:2]1[N:11]=[C:5]2[C:6]([OH:10])=[CH:7][CH:8]=[CH:9][N:4]2[N:3]=1.F[C:13]1[CH:14]=[C:15]([N+:19]([O-:21])=[O:20])[CH:16]=[CH:17][CH:18]=1.C(=O)([O-])[O-].[Cs+].[Cs+], predict the reaction product. The product is: [N+:19]([C:15]1[CH:14]=[C:13]([CH:18]=[CH:17][CH:16]=1)[O:10][C:6]1[C:5]2[N:4]([N:3]=[C:2]([NH2:1])[N:11]=2)[CH:9]=[CH:8][CH:7]=1)([O-:21])=[O:20].